Task: Predict the product of the given reaction.. Dataset: Forward reaction prediction with 1.9M reactions from USPTO patents (1976-2016) (1) Given the reactants [Cl:1][C:2]1[CH:3]=[C:4]([OH:13])[C:5]([CH3:12])=[C:6]([CH:11]=1)[C:7]([O:9][CH3:10])=[O:8].[O:14]1[CH2:19][CH2:18][CH:17](O)[CH2:16][CH2:15]1.C1(P(C2C=CC=CC=2)C2C=CC=CC=2)C=CC=CC=1.CC(OC(/N=N/C(OC(C)C)=O)=O)C, predict the reaction product. The product is: [Cl:1][C:2]1[CH:3]=[C:4]([O:13][CH:17]2[CH2:18][CH2:19][O:14][CH2:15][CH2:16]2)[C:5]([CH3:12])=[C:6]([CH:11]=1)[C:7]([O:9][CH3:10])=[O:8]. (2) Given the reactants [OH:1][NH:2][C:3]([C:5]1[CH:13]=[CH:12][C:11]2[NH:10][C:9]3[CH:14]([CH2:17][C:18]([O:20]CC)=[O:19])[CH2:15][CH2:16][C:8]=3[C:7]=2[CH:6]=1)=[NH:4].[N:23]1[CH:28]=[CH:27]N(C(O)=O)CC=1, predict the reaction product. The product is: [N:23]1[CH:28]=[CH:27][C:5]([C:6]2[O:1][N:2]=[C:3]([C:5]3[CH:13]=[CH:12][C:11]4[NH:10][C:9]5[CH:14]([CH2:17][C:18]([OH:20])=[O:19])[CH2:15][CH2:16][C:8]=5[C:7]=4[CH:6]=3)[N:4]=2)=[CH:3][N:2]=1. (3) Given the reactants [H-].[Na+].[CH2:3]([OH:7])[C:4]#[C:5][CH3:6].Cl[C:9]1[N:14]=[CH:13][N:12]=[C:11]([N:15]2[CH2:21][CH2:20][CH2:19][CH2:18][CH2:17][CH:16]2[CH3:22])[C:10]=1[F:23].[Cl-].[NH4+], predict the reaction product. The product is: [CH2:3]([O:7][C:9]1[N:14]=[CH:13][N:12]=[C:11]([N:15]2[CH2:21][CH2:20][CH2:19][CH2:18][CH2:17][CH:16]2[CH3:22])[C:10]=1[F:23])[C:4]#[C:5][CH3:6]. (4) The product is: [C:9]1([CH:19]([CH3:3])[C:20]([OH:22])=[O:21])[C:18]2[C:13](=[CH:14][CH:15]=[CH:16][CH:17]=2)[CH:12]=[CH:11][CH:10]=1. Given the reactants [Li]N(C(C)C)[CH:3](C)C.[C:9]1([CH2:19][C:20]([OH:22])=[O:21])[C:18]2[C:13](=[CH:14][CH:15]=[CH:16][CH:17]=2)[CH:12]=[CH:11][CH:10]=1.CI, predict the reaction product. (5) Given the reactants [H-].[H-].[H-].[H-].[Li+].[Al+3].[CH3:7][O:8][C:9]1[CH:24]=[CH:23][C:12]([CH2:13][N:14]2[CH2:19][CH2:18][NH:17][C:16](=O)[C:15]2([CH3:22])[CH3:21])=[CH:11][CH:10]=1, predict the reaction product. The product is: [CH3:7][O:8][C:9]1[CH:10]=[CH:11][C:12]([CH2:13][N:14]2[CH2:19][CH2:18][NH:17][CH2:16][C:15]2([CH3:22])[CH3:21])=[CH:23][CH:24]=1.